This data is from Full USPTO retrosynthesis dataset with 1.9M reactions from patents (1976-2016). The task is: Predict the reactants needed to synthesize the given product. (1) Given the product [Cl:1][C:2]1[CH:3]=[CH:4][C:5]([O:32][CH3:33])=[C:6]([CH:31]=1)[CH2:7][C@H:8]1[CH2:16][N:17]([CH2:18][C:19]2[C:24]([O:25][CH3:26])=[CH:23][C:22]([O:27][CH3:28])=[CH:21][C:20]=2[O:29][CH3:30])[C:13](=[O:15])[CH2:12][NH:11][C:9]1=[O:10], predict the reactants needed to synthesize it. The reactants are: [Cl:1][C:2]1[CH:3]=[CH:4][C:5]([O:32][CH3:33])=[C:6]([CH:31]=1)[CH2:7][C@@H:8]([CH2:16][NH:17][CH2:18][C:19]1[C:24]([O:25][CH3:26])=[CH:23][C:22]([O:27][CH3:28])=[CH:21][C:20]=1[O:29][CH3:30])[C:9]([NH:11][CH2:12][C:13]([OH:15])=O)=[O:10].ON1C2C=CC=CC=2N=N1.Cl.CN(C)CCCN=C=NCC. (2) Given the product [CH2:1]([O:3][C:4]([C:6]1[CH:7]=[C:8]2[N:13]([C:14]=1[C:18]1[CH:23]=[N:22][C:21]([F:24])=[CH:20][CH:19]=1)[CH:12]=[CH:11][C:10]([CH2:15][OH:16])=[CH:9]2)=[O:5])[CH3:2], predict the reactants needed to synthesize it. The reactants are: [CH2:1]([O:3][C:4]([C:6]1[CH:7]=[C:8]2[N:13]([CH:14]=1)[CH:12]=[CH:11][C:10]([CH2:15][OH:16])=[CH:9]2)=[O:5])[CH3:2].Br[C:18]1[CH:19]=[CH:20][C:21]([F:24])=[N:22][CH:23]=1. (3) Given the product [Cl:20][C:21]1[CH:26]=[C:25]([OH:27])[CH:24]=[C:23]([C:4]2[N:3]=[C:2]([Cl:1])[N:10]=[C:9]3[C:5]=2[N:6]([CH2:11][C@H:12]2[CH2:17][CH2:16][C@H:15]([CH3:18])[CH2:14][CH2:13]2)[CH:7]=[N:8]3)[CH:22]=1, predict the reactants needed to synthesize it. The reactants are: [Cl:1][C:2]1[N:10]=[C:9]2[C:5]([N:6]([CH2:11][C@H:12]3[CH2:17][CH2:16][C@H:15]([CH3:18])[CH2:14][CH2:13]3)[CH:7]=[N:8]2)=[C:4](Cl)[N:3]=1.[Cl:20][C:21]1[CH:22]=[C:23](B(O)O)[CH:24]=[C:25]([OH:27])[CH:26]=1.P([O-])([O-])([O-])=O.[K+].[K+].[K+]. (4) The reactants are: C([N:8]1[CH2:17][CH2:16][C:15]2[C:14]([N:18]3[CH2:23][CH2:22][O:21][CH2:20][CH2:19]3)=[N:13][CH:12]=[N:11][C:10]=2[CH2:9]1)C1C=CC=CC=1.C([O-])=O.[NH4+]. Given the product [N:18]1([C:14]2[C:15]3[CH2:16][CH2:17][NH:8][CH2:9][C:10]=3[N:11]=[CH:12][N:13]=2)[CH2:19][CH2:20][O:21][CH2:22][CH2:23]1, predict the reactants needed to synthesize it. (5) Given the product [F:8][C:6]1([CH3:26])[CH2:7][C:2]([F:1])([F:25])[C@:3]([C:18]2[CH:23]=[CH:22][CH:21]=[CH:20][C:19]=2[F:24])([CH3:17])[NH:4][C:5]1=[O:9], predict the reactants needed to synthesize it. The reactants are: [F:1][C:2]1([F:25])[CH2:7][CH:6]([F:8])[C:5](=[O:9])[N:4](C(OC(C)(C)C)=O)[C@@:3]1([C:18]1[CH:23]=[CH:22][CH:21]=[CH:20][C:19]=1[F:24])[CH3:17].[CH3:26][Si](C)(C)[N-][Si](C)(C)C.[Li+].CI.C(O)(C(F)(F)F)=O. (6) Given the product [ClH:14].[OH:12][CH2:11][C:6]1[CH:5]=[C:4]([CH:9]=[C:8]([CH3:10])[N:7]=1)[C:3]([OH:13])=[O:2], predict the reactants needed to synthesize it. The reactants are: C[O:2][C:3](=[O:13])[C:4]1[CH:9]=[C:8]([CH3:10])[N:7]=[C:6]([CH2:11][OH:12])[CH:5]=1.[ClH:14]. (7) Given the product [C:1]([O:5][C:6]([N:8]1[CH2:13][CH2:12][CH:11]([N:14]([CH3:15])[C:16]2([C@@H:19]3[CH2:23][CH2:22][NH:21][CH2:20]3)[CH2:17][CH2:18]2)[CH2:10][CH2:9]1)=[O:7])([CH3:4])([CH3:3])[CH3:2], predict the reactants needed to synthesize it. The reactants are: [C:1]([O:5][C:6]([N:8]1[CH2:13][CH2:12][CH:11]([N:14]([C:16]2([C@@H:19]3[CH2:23][CH2:22][N:21](CC4C=CC=CC=4)[CH2:20]3)[CH2:18][CH2:17]2)[CH3:15])[CH2:10][CH2:9]1)=[O:7])([CH3:4])([CH3:3])[CH3:2].